Task: Predict the product of the given reaction.. Dataset: Forward reaction prediction with 1.9M reactions from USPTO patents (1976-2016) Given the reactants Cl.Cl.[C:3]([C:7]1[CH:12]=[CH:11][CH:10]=[CH:9][C:8]=1[N:13]1[CH2:18][CH2:17][NH:16][CH2:15][CH2:14]1)([CH3:6])([CH3:5])[CH3:4].[NH:19]1[C:23](=[O:24])[CH2:22][CH2:21][CH:20]1[C:25](O)=[O:26].C(N(CC)CC)C.CCN=C=NCCCN(C)C.C1C=CC2N(O)N=NC=2C=1, predict the reaction product. The product is: [C:3]([C:7]1[CH:12]=[CH:11][CH:10]=[CH:9][C:8]=1[N:13]1[CH2:18][CH2:17][N:16]([C:25]([CH:20]2[NH:19][C:23](=[O:24])[CH2:22][CH2:21]2)=[O:26])[CH2:15][CH2:14]1)([CH3:6])([CH3:4])[CH3:5].